This data is from Reaction yield outcomes from USPTO patents with 853,638 reactions. The task is: Predict the reaction yield, written as a fraction of the theoretical maximum amount of product (1.0 means a 100% yield; for example, 0.34 means a 34% yield). The reactants are [OH:1][C:2]1[CH:3]=[CH:4][C:5]([N+:11]([O-:13])=[O:12])=[C:6]([CH:10]=1)[C:7]([OH:9])=[O:8].S(Cl)(Cl)=O.[CH3:18]O. No catalyst specified. The product is [OH:1][C:2]1[CH:3]=[CH:4][C:5]([N+:11]([O-:13])=[O:12])=[C:6]([CH:10]=1)[C:7]([O:9][CH3:18])=[O:8]. The yield is 0.980.